Dataset: Forward reaction prediction with 1.9M reactions from USPTO patents (1976-2016). Task: Predict the product of the given reaction. (1) Given the reactants [CH2:1]([N:5]([S:15]([C:18]1[CH:23]=[CH:22][C:21]([N+:24]([O-:26])=[O:25])=[CH:20][CH:19]=1)(=[O:17])=[O:16])[C@H:6]([C:12]([OH:14])=[O:13])[CH2:7][CH2:8][CH2:9][CH2:10][NH2:11])[CH:2]([CH3:4])[CH3:3].[CH3:27][O:28][C:29]1[CH:39]=[CH:38][C:32]([CH:33]=[CH:34][C:35](O)=[O:36])=[CH:31][CH:30]=1, predict the reaction product. The product is: [CH2:1]([N:5]([S:15]([C:18]1[CH:23]=[CH:22][C:21]([N+:24]([O-:26])=[O:25])=[CH:20][CH:19]=1)(=[O:17])=[O:16])[C@H:6]([C:12]([OH:14])=[O:13])[CH2:7][CH2:8][CH2:9][CH2:10][NH:11][C:35](=[O:36])[CH:34]=[CH:33][C:32]1[CH:38]=[CH:39][C:29]([O:28][CH3:27])=[CH:30][CH:31]=1)[CH:2]([CH3:4])[CH3:3]. (2) Given the reactants Br[CH2:2][C:3]([C:5]1[C:6](=[O:16])[O:7][C:8]2[C:13]([CH:14]=1)=[CH:12][CH:11]=[CH:10][C:9]=2[Cl:15])=O.[CH2:17]([O:20][C:21]1[CH:26]=[CH:25][CH:24]=[CH:23][C:22]=1[NH:27][C:28]([NH2:30])=[S:29])[CH2:18][CH3:19], predict the reaction product. The product is: [Cl:15][C:9]1[CH:10]=[CH:11][CH:12]=[C:13]2[C:8]=1[O:7][C:6](=[O:16])[C:5]([C:3]1[N:30]=[C:28]([NH:27][C:22]3[CH:23]=[CH:24][CH:25]=[CH:26][C:21]=3[O:20][CH2:17][CH2:18][CH3:19])[S:29][CH:2]=1)=[CH:14]2. (3) Given the reactants [H-].[Na+].[NH2:3][C:4]1[CH:9]=[CH:8][CH:7]=[CH:6][C:5]=1[S:10][C:11]1[S:12][C:13]([CH3:18])=[CH:14][C:15]=1[C:16]#[N:17].[Cl-].[Na+].C(OCC)(=O)C, predict the reaction product. The product is: [CH3:18][C:13]1[S:12][C:11]2[S:10][C:5]3[CH:6]=[CH:7][CH:8]=[CH:9][C:4]=3[N:3]=[C:16]([NH2:17])[C:15]=2[CH:14]=1. (4) The product is: [Cl:25][C:21]1[C:20]([CH3:26])=[C:19]([NH:18][C:16]([C:15]2[C:9]3[N:8]=[C:7]([NH:5][CH2:4][CH2:3][O:2][CH3:1])[NH:11][C:10]=3[CH:12]=[C:13]([NH:27][C:28]([C:30]3[CH:35]=[CH:34][CH:33]=[CH:32][C:31]=3[C:36]([F:37])([F:38])[F:39])=[O:29])[CH:14]=2)=[O:17])[CH:24]=[CH:23][CH:22]=1. Given the reactants [CH3:1][O:2][CH2:3][CH2:4][NH2:5].Cl[C:7]1[NH:11][C:10]2[CH:12]=[C:13]([NH:27][C:28]([C:30]3[CH:35]=[CH:34][CH:33]=[CH:32][C:31]=3[C:36]([F:39])([F:38])[F:37])=[O:29])[CH:14]=[C:15]([C:16]([NH:18][C:19]3[CH:24]=[CH:23][CH:22]=[C:21]([Cl:25])[C:20]=3[CH3:26])=[O:17])[C:9]=2[N:8]=1, predict the reaction product. (5) Given the reactants [Br:1]Br.[F:3][C:4]1[CH:9]=[CH:8][C:7]([C:10]2[CH:15]=[CH:14][C:13]([OH:16])=[CH:12][CH:11]=2)=[CH:6][CH:5]=1, predict the reaction product. The product is: [Br:1][C:12]1[CH:11]=[C:10]([C:7]2[CH:6]=[CH:5][C:4]([F:3])=[CH:9][CH:8]=2)[CH:15]=[CH:14][C:13]=1[OH:16].